The task is: Regression. Given two drug SMILES strings and cell line genomic features, predict the synergy score measuring deviation from expected non-interaction effect.. This data is from NCI-60 drug combinations with 297,098 pairs across 59 cell lines. Drug 1: CC(C1=C(C=CC(=C1Cl)F)Cl)OC2=C(N=CC(=C2)C3=CN(N=C3)C4CCNCC4)N. Drug 2: CN(CCCl)CCCl.Cl. Cell line: A549. Synergy scores: CSS=16.8, Synergy_ZIP=-10.3, Synergy_Bliss=-4.82, Synergy_Loewe=-5.62, Synergy_HSA=-4.94.